This data is from Forward reaction prediction with 1.9M reactions from USPTO patents (1976-2016). The task is: Predict the product of the given reaction. (1) Given the reactants [OH:1][CH2:2][C@:3]12[CH2:29][CH2:28][C@@H:27]([C:30]([CH3:32])=[CH2:31])[C@@H:4]1[C@@H:5]1[C@@:18]([CH3:21])([CH2:19][CH2:20]2)[C@@:17]2([CH3:22])[C@@H:8]([C@:9]3([CH3:26])[C@@H:14]([CH2:15][CH2:16]2)[C:13]([CH3:24])([CH3:23])[C@@H:12]([OH:25])[CH2:11][CH2:10]3)[CH2:7][CH2:6]1.C[N+]1([O-])CCOCC1, predict the reaction product. The product is: [CH3:21][C@:18]12[C@@:17]3([CH3:22])[C@@H:8]([C@:9]4([CH3:26])[C@@H:14]([CH2:15][CH2:16]3)[C:13]([CH3:23])([CH3:24])[C:12](=[O:25])[CH2:11][CH2:10]4)[CH2:7][CH2:6][C@@H:5]1[C@H:4]1[C@H:27]([C:30]([CH3:32])=[CH2:31])[CH2:28][CH2:29][C@:3]1([CH:2]=[O:1])[CH2:20][CH2:19]2. (2) Given the reactants [Cl:1][CH2:2][C:3]([CH3:12])([CH3:11])[C:4]([N:6]1[CH2:10][CH2:9][CH2:8][CH2:7]1)=O.[H-].[Al+3].[Li+].[H-].[H-].[H-].O.[Na], predict the reaction product. The product is: [Cl:1][CH2:2][C:3]([CH3:12])([CH3:11])[CH2:4][N:6]1[CH2:10][CH2:9][CH2:8][CH2:7]1. (3) Given the reactants O=S(Cl)Cl.[Cl:5][C:6]1[C:11]([CH3:12])=[CH:10][C:9]([CH2:13][C@@H:14]([OH:18])[C:15]([OH:17])=[O:16])=[CH:8][C:7]=1[CH3:19].[CH3:20]O, predict the reaction product. The product is: [Cl:5][C:6]1[C:7]([CH3:19])=[CH:8][C:9]([CH2:13][C@@H:14]([OH:18])[C:15]([O:17][CH3:20])=[O:16])=[CH:10][C:11]=1[CH3:12]. (4) Given the reactants [F:1][C:2]1[CH:3]=[C:4]([NH:9][C:10]([C:12]2[CH:13]=[C:14]([S:19](Cl)(=[O:21])=[O:20])[CH:15]=[CH:16][C:17]=2[F:18])=[O:11])[CH:5]=[CH:6][C:7]=1[F:8].CCN(CC)CC.[CH:30]1([CH2:35][NH2:36])[CH2:34][CH2:33][CH2:32][CH2:31]1, predict the reaction product. The product is: [CH:30]1([CH2:35][NH:36][S:19]([C:14]2[CH:15]=[CH:16][C:17]([F:18])=[C:12]([CH:13]=2)[C:10]([NH:9][C:4]2[CH:5]=[CH:6][C:7]([F:8])=[C:2]([F:1])[CH:3]=2)=[O:11])(=[O:21])=[O:20])[CH2:34][CH2:33][CH2:32][CH2:31]1. (5) Given the reactants [Cl:1][C:2]1[CH:7]=[CH:6][C:5]([C@H:8]2[C@H:13]([O:14][CH2:15][C:16]3[CH:21]=[CH:20][CH:19]=[CH:18][CH:17]=3)[C@@H:12]([O:22][CH2:23][C:24]3[CH:29]=[CH:28][CH:27]=[CH:26][CH:25]=3)[C@H:11]([O:30][CH2:31][C:32]3[CH:37]=[CH:36][CH:35]=[CH:34][CH:33]=3)[C@@H:10]([CH2:38][O:39][CH2:40][C:41]3[CH:46]=[CH:45][CH:44]=[CH:43][CH:42]=3)[O:9]2)=[CH:4][C:3]=1[CH2:47][C:48]#N.[OH-:50].[Na+].Cl.[OH2:53], predict the reaction product. The product is: [Cl:1][C:2]1[CH:7]=[CH:6][C:5]([C@H:8]2[C@H:13]([O:14][CH2:15][C:16]3[CH:21]=[CH:20][CH:19]=[CH:18][CH:17]=3)[C@@H:12]([O:22][CH2:23][C:24]3[CH:29]=[CH:28][CH:27]=[CH:26][CH:25]=3)[C@H:11]([O:30][CH2:31][C:32]3[CH:37]=[CH:36][CH:35]=[CH:34][CH:33]=3)[C@@H:10]([CH2:38][O:39][CH2:40][C:41]3[CH:46]=[CH:45][CH:44]=[CH:43][CH:42]=3)[O:9]2)=[CH:4][C:3]=1[CH2:47][C:48]([OH:53])=[O:50]. (6) Given the reactants [O:1]=[C:2]([CH3:10])[CH2:3][N:4]1[CH2:9][CH2:8][O:7][CH2:6][CH2:5]1.[CH3:11][Mg+].[Br-].Cl, predict the reaction product. The product is: [OH:1][C:2]([CH3:11])([CH3:10])[CH2:3][N:4]1[CH2:9][CH2:8][O:7][CH2:6][CH2:5]1. (7) Given the reactants [CH3:1][C:2]1([C:7]2[CH:8]=[C:9]([C:13]#[C:14][CH2:15][N:16]3[C:24](=[O:25])[C:23]4[C:18](=[CH:19][CH:20]=[CH:21][CH:22]=4)[C:17]3=[O:26])[CH:10]=[CH:11][CH:12]=2)[O:6][CH2:5][CH2:4][O:3]1.FC(F)(F)C(C1C=CC(C#CCN2C(=O)C3C(=CC=CC=3)C2=O)=CC=1)O, predict the reaction product. The product is: [CH3:1][C:2]1([C:7]2[CH:8]=[C:9]([CH2:13][CH2:14][CH2:15][N:16]3[C:24](=[O:25])[C:23]4[C:18](=[CH:19][CH:20]=[CH:21][CH:22]=4)[C:17]3=[O:26])[CH:10]=[CH:11][CH:12]=2)[O:3][CH2:4][CH2:5][O:6]1.